This data is from Forward reaction prediction with 1.9M reactions from USPTO patents (1976-2016). The task is: Predict the product of the given reaction. (1) Given the reactants [CH3:1][O:2][C:3]1[CH:8]=[C:7]([O:9][CH3:10])[CH:6]=[CH:5][C:4]=1[C:11]1[C:19]2[C:14](=[C:15]([F:20])[CH:16]=[CH:17][CH:18]=2)[NH:13][N:12]=1.[H-].[Na+].I[CH:24]([CH3:26])[CH3:25], predict the reaction product. The product is: [CH3:1][O:2][C:3]1[CH:8]=[C:7]([O:9][CH3:10])[CH:6]=[CH:5][C:4]=1[C:11]1[N:12]([CH:24]([CH3:26])[CH3:25])[N:13]=[C:14]2[C:19]=1[CH:18]=[CH:17][CH:16]=[C:15]2[F:20]. (2) Given the reactants [C:1]([C:5]1[CH:6]=[C:7]([CH2:11][CH2:12][OH:13])[CH:8]=[CH:9][CH:10]=1)([CH3:4])([CH3:3])[CH3:2].C(Cl)Cl.[C:17]1([CH3:27])[CH:22]=[CH:21][C:20]([S:23](Cl)(=[O:25])=[O:24])=[CH:19][CH:18]=1, predict the reaction product. The product is: [CH3:27][C:17]1[CH:22]=[CH:21][C:20]([S:23]([O:13][CH2:12][CH2:11][C:7]2[CH:8]=[CH:9][CH:10]=[C:5]([C:1]([CH3:4])([CH3:2])[CH3:3])[CH:6]=2)(=[O:25])=[O:24])=[CH:19][CH:18]=1. (3) Given the reactants [CH3:1][C:2]([CH3:7])([CH2:5][OH:6])[CH2:3][OH:4].N1C=CN=C1.[CH3:13][C:14]([Si:17](Cl)([CH3:19])[CH3:18])([CH3:16])[CH3:15], predict the reaction product. The product is: [Si:17]([O:4][CH2:3][C:2]([CH3:7])([CH3:1])[CH2:5][OH:6])([C:14]([CH3:16])([CH3:15])[CH3:13])([CH3:19])[CH3:18]. (4) Given the reactants [CH:1]([C:3]1[C:7](=[O:8])[O:6][CH2:5][C:4]=1[N:9]1[CH2:13][CH2:12][C:11]2([CH2:18][CH2:17][N:16]([C:19]([O:21][C:22]([CH3:25])([CH3:24])[CH3:23])=[O:20])[CH2:15][CH2:14]2)[C:10]1=[O:26])=[O:2].[BH4-].[Na+], predict the reaction product. The product is: [OH:2][CH2:1][C:3]1[C:7](=[O:8])[O:6][CH2:5][C:4]=1[N:9]1[CH2:13][CH2:12][C:11]2([CH2:14][CH2:15][N:16]([C:19]([O:21][C:22]([CH3:24])([CH3:23])[CH3:25])=[O:20])[CH2:17][CH2:18]2)[C:10]1=[O:26].